This data is from Cav3 T-type calcium channel HTS with 100,875 compounds. The task is: Binary Classification. Given a drug SMILES string, predict its activity (active/inactive) in a high-throughput screening assay against a specified biological target. (1) The drug is O(C(=O)C(N)Cc1ccc(O)cc1)C. The result is 0 (inactive). (2) The drug is O=C(NCCC=1CCCCC1)C1CCCN(C1)c1nc(cc(n1)C)C. The result is 0 (inactive). (3) The compound is S(=O)(=O)(CC(O)(C)C(=O)Nc1cc(ccc1)C(F)(F)F)c1ccc(cc1)C. The result is 0 (inactive). (4) The compound is S(=O)(=O)(N\N=C\c1c(nn(c1)c1ccccc1)c1ccc(cc1)C)c1ccccc1. The result is 0 (inactive). (5) The compound is S1(=O)(=O)CC(Nc2ccc(OC)cc2)C=C1. The result is 0 (inactive). (6) The compound is O(c1ccc(C(=O)NCc2ncccc2)cc1)C. The result is 0 (inactive). (7) The drug is O1C(CCC(=O)NC(c2ccccc2)C)COc2c1cccc2. The result is 0 (inactive). (8) The molecule is Clc1c(Cn2nnc3c(N4CCCC4)nc(nc23)C)cccc1. The result is 0 (inactive). (9) The drug is O(c1cc2c(cc1)cccc2)CC(=O)Nc1c2ncccc2ccc1. The result is 0 (inactive).